Dataset: Full USPTO retrosynthesis dataset with 1.9M reactions from patents (1976-2016). Task: Predict the reactants needed to synthesize the given product. (1) Given the product [Cl:1][C:2]1[CH:3]=[C:4]([C@@H:8]([OH:39])[CH2:9][NH:10][CH2:11][CH2:12][C:13]2[CH:18]=[CH:17][C:16]([S:19]([C:22]3[CH:23]=[CH:24][C:25]([O:32][CH2:33][C:34]([O-:36])=[O:35])=[C:26]([CH:31]=3)[C:27]([O-:29])=[O:28])(=[O:21])=[O:20])=[CH:15][CH:14]=2)[CH:5]=[CH:6][CH:7]=1.[Na+:41].[Na+:41], predict the reactants needed to synthesize it. The reactants are: [Cl:1][C:2]1[CH:3]=[C:4]([C@@H:8]([OH:39])[CH2:9][NH:10][CH2:11][CH2:12][C:13]2[CH:18]=[CH:17][C:16]([S:19]([C:22]3[CH:23]=[CH:24][C:25]([O:32][CH2:33][C:34]([O:36]CC)=[O:35])=[C:26]([CH:31]=3)[C:27]([O:29]C)=[O:28])(=[O:21])=[O:20])=[CH:15][CH:14]=2)[CH:5]=[CH:6][CH:7]=1.[OH-].[Na+:41]. (2) Given the product [NH2:41][C:37]1[N:38]=[CH:39][N:40]=[C:35]([N:23]2[CH2:22][CH2:21][C:20]([C:8]3[N:7]([CH2:6][CH2:5][N:1]4[CH2:2][CH2:3][CH2:4]4)[CH:11]=[C:10]([C:12]4[CH:17]=[CH:16][C:15]([F:18])=[C:14]([CH3:19])[CH:13]=4)[N:9]=3)([OH:26])[CH2:25][CH2:24]2)[C:36]=1[CH:42]([CH3:44])[CH3:43], predict the reactants needed to synthesize it. The reactants are: [N:1]1([CH2:5][CH2:6][N:7]2[CH:11]=[C:10]([C:12]3[CH:17]=[CH:16][C:15]([F:18])=[C:14]([CH3:19])[CH:13]=3)[N:9]=[C:8]2[C:20]2([O:26][Si](C(C)(C)C)(C)C)[CH2:25][CH2:24][NH:23][CH2:22][CH2:21]2)[CH2:4][CH2:3][CH2:2]1.Cl[C:35]1[N:40]=[CH:39][N:38]=[C:37]([NH2:41])[C:36]=1[CH:42]([CH3:44])[CH3:43].C(=O)([O-])[O-].[Cs+].[Cs+]. (3) Given the product [Cl:1][C:2]1[CH:7]=[CH:6][CH:5]=[CH:4][C:3]=1[CH:8]([O:10][C:11]([NH:12][C:13]1[C:14]([CH3:33])=[N:15][O:16][C:17]=1[C:18]1[CH:23]=[CH:22][C:21]([C:36]2[CH:37]=[C:38]([CH:43]=[CH:44][N:45]=2)[C:39]([OH:41])=[O:40])=[CH:20][CH:19]=1)=[O:34])[CH3:9], predict the reactants needed to synthesize it. The reactants are: [Cl:1][C:2]1[CH:7]=[CH:6][CH:5]=[CH:4][C:3]=1[CH:8]([O:10][C:11](=[O:34])[NH:12][C:13]1[C:14]([CH3:33])=[N:15][O:16][C:17]=1[C:18]1[CH:23]=[CH:22][C:21](B2OC(C)(C)C(C)(C)O2)=[CH:20][CH:19]=1)[CH3:9].Br[C:36]1[CH:37]=[C:38]([CH:43]=[CH:44][N:45]=1)[C:39]([O:41]C)=[O:40].C(=O)([O-])[O-].[K+].[K+].Cl. (4) Given the product [C:1]1([C:17]2[CH:18]=[CH:19][CH:20]=[CH:21][CH:22]=2)[CH:2]=[CH:3][C:4]([NH:7][C:8](=[O:16])[CH2:9][CH:10]2[CH2:15][CH2:14][N:13]([C:23](=[O:27])[CH:24]([CH3:26])[CH3:25])[CH2:12][CH2:11]2)=[CH:5][CH:6]=1, predict the reactants needed to synthesize it. The reactants are: [C:1]1([C:17]2[CH:22]=[CH:21][CH:20]=[CH:19][CH:18]=2)[CH:6]=[CH:5][C:4]([NH:7][C:8](=[O:16])[CH2:9][CH:10]2[CH2:15][CH2:14][NH:13][CH2:12][CH2:11]2)=[CH:3][CH:2]=1.[C:23](Cl)(=[O:27])[CH:24]([CH3:26])[CH3:25]. (5) Given the product [Br:1][C:2]1[CH:14]=[CH:13][C:12]2[C:11]3[C:6](=[CH:7][C:8]([C:33]4[CH:32]=[CH:31][C:30]([O:29][CH3:28])=[CH:35][C:34]=4[C:36]4[CH:41]=[CH:40][CH:39]=[CH:38][CH:37]=4)=[CH:9][CH:10]=3)[C:5]3([C:27]4[CH:26]=[CH:25][CH:24]=[CH:23][C:22]=4[C:21]4[C:16]3=[CH:17][CH:18]=[CH:19][CH:20]=4)[C:4]=2[CH:3]=1, predict the reactants needed to synthesize it. The reactants are: [Br:1][C:2]1[CH:14]=[CH:13][C:12]2[C:11]3[C:6](=[CH:7][C:8](Br)=[CH:9][CH:10]=3)[C:5]3([C:27]4[CH:26]=[CH:25][CH:24]=[CH:23][C:22]=4[C:21]4[C:16]3=[CH:17][CH:18]=[CH:19][CH:20]=4)[C:4]=2[CH:3]=1.[CH3:28][O:29][C:30]1[CH:31]=[CH:32][C:33](B(O)O)=[C:34]([C:36]2[CH:41]=[CH:40][CH:39]=[CH:38][CH:37]=2)[CH:35]=1.C([O-])([O-])=O.[Na+].[Na+].CCO. (6) Given the product [ClH:32].[C:1]([C:3]1([CH2:30][CH3:31])[CH2:7][CH2:6][N:5]([C:8]2[CH:13]=[CH:12][N:11]=[C:10]([NH:14][C:15]3[CH:27]=[C:26]([CH3:28])[C:18]([C:19]([OH:21])=[O:20])=[CH:17][N:16]=3)[CH:9]=2)[C:4]1=[O:29])#[N:2], predict the reactants needed to synthesize it. The reactants are: [C:1]([C:3]1([CH2:30][CH3:31])[CH2:7][CH2:6][N:5]([C:8]2[CH:13]=[CH:12][N:11]=[C:10]([NH:14][C:15]3[CH:27]=[C:26]([CH3:28])[C:18]([C:19]([O:21]C(C)(C)C)=[O:20])=[CH:17][N:16]=3)[CH:9]=2)[C:4]1=[O:29])#[N:2].[ClH:32].C(OCC)(=O)C. (7) Given the product [Br:1][C:2]1[CH:3]=[CH:4][C:5]([C:8]([C:10]2[CH:15]=[CH:14][C:13]([N+:16]([O-:18])=[O:17])=[CH:12][CH:11]=2)=[O:9])=[CH:6][C:7]=1[N+:24]([O-:26])=[O:25], predict the reactants needed to synthesize it. The reactants are: [Br:1][C:2]1[CH:7]=[CH:6][C:5]([C:8]([C:10]2[CH:15]=[CH:14][C:13]([N+:16]([O-:18])=[O:17])=[CH:12][CH:11]=2)=[O:9])=[CH:4][CH:3]=1.OS(O)(=O)=O.[N+:24]([O-])([OH:26])=[O:25]. (8) Given the product [ClH:3].[NH2:5][CH2:6][CH2:7][CH2:8][C:9]([O:11][CH2:12][CH3:13])=[O:10], predict the reactants needed to synthesize it. The reactants are: S(Cl)([Cl:3])=O.[NH2:5][CH2:6][CH2:7][CH2:8][C:9]([OH:11])=[O:10].[CH2:12](O)[CH3:13].